Dataset: Reaction yield outcomes from USPTO patents with 853,638 reactions. Task: Predict the reaction yield, written as a fraction of the theoretical maximum amount of product (1.0 means a 100% yield; for example, 0.34 means a 34% yield). (1) The reactants are [Cl:1][C:2]1[N:7]=[CH:6][C:5](B(O)O)=[CH:4][CH:3]=1.C(O)C.C([O-])([O-])=O.[K+].[K+].[C:20]([O:24][C:25](=[O:34])[N:26]([C:28]1[S:32][C:31](Br)=[N:30][CH:29]=1)[CH3:27])([CH3:23])([CH3:22])[CH3:21]. The catalyst is C1(C)C=CC=CC=1.C(OCC)(=O)C.C1C=CC([P]([Pd]([P](C2C=CC=CC=2)(C2C=CC=CC=2)C2C=CC=CC=2)([P](C2C=CC=CC=2)(C2C=CC=CC=2)C2C=CC=CC=2)[P](C2C=CC=CC=2)(C2C=CC=CC=2)C2C=CC=CC=2)(C2C=CC=CC=2)C2C=CC=CC=2)=CC=1. The product is [C:20]([O:24][C:25](=[O:34])[N:26]([C:28]1[S:32][C:31]([C:5]2[CH:6]=[N:7][C:2]([Cl:1])=[CH:3][CH:4]=2)=[N:30][CH:29]=1)[CH3:27])([CH3:23])([CH3:21])[CH3:22]. The yield is 0.830. (2) The reactants are Br[C:2]1[C:3]([F:28])=[C:4]([N:8]2[CH:13]=[C:12]([O:14][CH3:15])[C:11](=[O:16])[C:10]([C:17]3[N:21]([C:22]4[CH:27]=[CH:26][CH:25]=[CH:24][CH:23]=4)[N:20]=[CH:19][CH:18]=3)=[N:9]2)[CH:5]=[CH:6][CH:7]=1.Cl.[F:30][C:31]1([F:36])[CH2:35][CH2:34][NH:33][CH2:32]1.CC([O-])(C)C.[Na+].CC1(C)C2C(=C(P(C3C=CC=CC=3)C3C=CC=CC=3)C=CC=2)OC2C(P(C3C=CC=CC=3)C3C=CC=CC=3)=CC=CC1=2. The catalyst is O1CCOCC1.C1C=CC(/C=C/C(/C=C/C2C=CC=CC=2)=O)=CC=1.C1C=CC(/C=C/C(/C=C/C2C=CC=CC=2)=O)=CC=1.C1C=CC(/C=C/C(/C=C/C2C=CC=CC=2)=O)=CC=1.[Pd].[Pd]. The product is [F:30][C:31]1([F:36])[CH2:35][CH2:34][N:33]([C:2]2[C:3]([F:28])=[C:4]([N:8]3[CH:13]=[C:12]([O:14][CH3:15])[C:11](=[O:16])[C:10]([C:17]4[N:21]([C:22]5[CH:27]=[CH:26][CH:25]=[CH:24][CH:23]=5)[N:20]=[CH:19][CH:18]=4)=[N:9]3)[CH:5]=[CH:6][CH:7]=2)[CH2:32]1. The yield is 0.510. (3) The reactants are [C:1]([O:5][C:6]([N:8]1[CH2:12][CH2:11][C@H:10]([OH:13])[CH2:9]1)=[O:7])([CH3:4])([CH3:3])[CH3:2].[CH2:14]([N:21]1[CH2:31][CH2:30][C:24]2[N:25]=[CH:26][N:27]=[C:28](Cl)[C:23]=2[CH2:22]1)[C:15]1[CH:20]=[CH:19][CH:18]=[CH:17][CH:16]=1. No catalyst specified. The product is [C:1]([O:5][C:6]([N:8]1[CH2:12][CH2:11][C@H:10]([O:13][C:28]2[C:23]3[CH2:22][N:21]([CH2:14][C:15]4[CH:20]=[CH:19][CH:18]=[CH:17][CH:16]=4)[CH2:31][CH2:30][C:24]=3[N:25]=[CH:26][N:27]=2)[CH2:9]1)=[O:7])([CH3:4])([CH3:2])[CH3:3]. The yield is 0.890. (4) The product is [CH3:1][S:2][C:3]1[C:8]([NH:9][C:10](=[O:18])[N:36]([CH2:29][CH2:30][CH2:31][CH2:32][CH2:33][CH2:34][CH3:35])[CH2:37][CH2:38][N:39]2[CH2:44][CH2:43][N:42]([CH2:45][CH2:46][CH2:47][OH:48])[CH2:41][CH2:40]2)=[C:7]([S:19][CH3:20])[CH:6]=[C:5]([CH3:21])[N:4]=1. The reactants are [CH3:1][S:2][C:3]1[C:8]([NH:9][C:10](=[O:18])OC2C=CC=CC=2)=[C:7]([S:19][CH3:20])[CH:6]=[C:5]([CH3:21])[N:4]=1.C(N(CC)CC)C.[CH2:29]([NH:36][CH2:37][CH2:38][N:39]1[CH2:44][CH2:43][N:42]([CH2:45][CH2:46][CH2:47][OH:48])[CH2:41][CH2:40]1)[CH2:30][CH2:31][CH2:32][CH2:33][CH2:34][CH3:35]. The yield is 0.830. The catalyst is C1(C)C=CC=CC=1.O. (5) The reactants are [Cl:1][C:2]1[N:3]=[C:4]([N:12]2[CH2:17][CH2:16][O:15][CH2:14][CH2:13]2)[C:5]2[S:10][C:9](I)=[CH:8][C:6]=2[N:7]=1.[C:18]([NH:21][C:22]1[CH:23]=[C:24](B(O)O)[CH:25]=[CH:26][CH:27]=1)(=[O:20])[CH3:19]. The catalyst is C([O-])([O-])=O.[Na+].[Na+].C(#N)C.Cl[Pd](Cl)([P](C1C=CC=CC=1)(C1C=CC=CC=1)C1C=CC=CC=1)[P](C1C=CC=CC=1)(C1C=CC=CC=1)C1C=CC=CC=1. The product is [Cl:1][C:2]1[N:3]=[C:4]([N:12]2[CH2:17][CH2:16][O:15][CH2:14][CH2:13]2)[C:5]2[S:10][C:9]([C:26]3[CH:27]=[C:22]([NH:21][C:18](=[O:20])[CH3:19])[CH:23]=[CH:24][CH:25]=3)=[CH:8][C:6]=2[N:7]=1. The yield is 0.800. (6) The reactants are [Br:1][C:2]1[CH:3]=[C:4]([CH:21]=[CH:22][CH:23]=1)[C:5]([C:7]12[N:13](C(OC(C)(C)C)=O)[CH:10]([CH2:11][CH2:12]1)[CH2:9][CH2:8]2)=[O:6].[ClH:24]. The catalyst is O1CCOCC1. The product is [ClH:24].[C:7]12([C:5]([C:4]3[CH:21]=[CH:22][CH:23]=[C:2]([Br:1])[CH:3]=3)=[O:6])[NH:13][CH:10]([CH2:11][CH2:12]1)[CH2:9][CH2:8]2. The yield is 0.940. (7) The reactants are [Cl:1][C:2]1[CH:7]=[CH:6][C:5]([C:8]2[CH:13]=[N:12][N:11]3[C:14](=[O:17])[NH:15][N:16]=[C:10]3[C:9]=2[C:18]2[CH:23]=[CH:22][C:21]([Cl:24])=[CH:20][CH:19]=2)=[CH:4][CH:3]=1.[F:25][C:26]([F:36])([F:35])[C:27]1[CH:34]=[CH:33][C:30]([CH2:31]Br)=[CH:29][CH:28]=1.C([O-])([O-])=O.[K+].[K+]. The catalyst is CN(C=O)C.C(OCC)(=O)C. The product is [F:25][C:26]([F:35])([F:36])[C:27]1[CH:34]=[CH:33][C:30]([CH2:31][N:15]2[C:14](=[O:17])[N:11]3[N:12]=[CH:13][C:8]([C:5]4[CH:6]=[CH:7][C:2]([Cl:1])=[CH:3][CH:4]=4)=[C:9]([C:18]4[CH:23]=[CH:22][C:21]([Cl:24])=[CH:20][CH:19]=4)[C:10]3=[N:16]2)=[CH:29][CH:28]=1. The yield is 0.280. (8) The reactants are [NH2:1][C:2]1[CH:3]=[C:4]2[C:9](=[O:10])[N:8]3[CH2:11][CH2:12][N:13]([C:14]([C:16]4[C:17]([CH3:21])=[N:18][O:19][CH:20]=4)=[O:15])[C:7]3([C:22]3[CH:27]=[CH:26][C:25]([O:28][CH3:29])=[CH:24][CH:23]=3)[CH2:6][N:5]2[CH:30]=1.Cl.N([O-])=O.[Na+].[N-:36]=[N+:37]=[N-].[Na+].C([O-])(=O)C.[Na+]. The catalyst is O. The product is [N:1]([C:2]1[CH:3]=[C:4]2[C:9](=[O:10])[N:8]3[CH2:11][CH2:12][N:13]([C:14]([C:16]4[C:17]([CH3:21])=[N:18][O:19][CH:20]=4)=[O:15])[C:7]3([C:22]3[CH:27]=[CH:26][C:25]([O:28][CH3:29])=[CH:24][CH:23]=3)[CH2:6][N:5]2[CH:30]=1)=[N+:36]=[N-:37]. The yield is 0.280.